This data is from Forward reaction prediction with 1.9M reactions from USPTO patents (1976-2016). The task is: Predict the product of the given reaction. (1) Given the reactants [OH:1][C:2]1[N:6]([CH3:7])[N:5]=[C:4]([C:8]([O:10][CH3:11])=[O:9])[CH:3]=1.[CH2:12](Br)[C:13]1[CH:18]=[CH:17][CH:16]=[CH:15][CH:14]=1.C(=O)([O-])[O-].[K+].[K+].O, predict the reaction product. The product is: [CH2:12]([O:1][C:2]1[N:6]([CH3:7])[N:5]=[C:4]([C:8]([O:10][CH3:11])=[O:9])[CH:3]=1)[C:13]1[CH:18]=[CH:17][CH:16]=[CH:15][CH:14]=1. (2) The product is: [CH:43]1[C:37]2[CH2:27][C:24]3[C:23](=[CH:22][CH:21]=[CH:26][CH:25]=3)[O:39][C:38]=2[CH:40]=[CH:41][CH:42]=1. Given the reactants C(N(CC)C(CCCC(NF)C)CC)C.CCN([C:21]1[CH:26]=[CH:25][C:24]2[C:27]3([C:37]4[CH:43]=[C:42](Cl)[CH:41]=[CH:40][C:38]=4[O:39][C:23]=2[CH:22]=1)OC(=O)C1C3=CC=CC=1)CC.CC1C=C2OC3C=C(N4CCCCC4)C=CC=3C3(OC(=O)C4C3=CC=CC=4)C2=CC=1NC1C=CC=CC=1.CCN(C1C=CC2C3(C4C(OC=2C=1)=CC(C)=C(NC1C=CC=CC=1)C=4)OC(=O)C1C3=CC=CC=1)C1C=CC(C)=CC=1, predict the reaction product. (3) Given the reactants [F:1][CH:2]([F:30])[O:3][CH2:4][C@H:5]([NH:20][C:21](=[O:29])[CH2:22][N:23]1[CH2:28][CH2:27][O:26][CH2:25][CH2:24]1)[C:6]([NH:8][C@@H:9]([CH2:13][C:14]1[CH:19]=[CH:18][CH:17]=[CH:16][CH:15]=1)[C:10]([OH:12])=O)=[O:7].[CH:31]1[CH:36]=C2N=NN(O)C2=C[CH:32]=1.O.CN(C([O:49]N1N=NC2C=CC=CC1=2)=[N+](C)C)C.F[P-](F)(F)(F)(F)F.CC[N:68]([CH:72]([CH3:74])[CH3:73])C(C)C.[CH2:75]1[CH2:79][O:78][CH2:77]C1, predict the reaction product. The product is: [F:30][CH:2]([F:1])[O:3][CH2:4][C@H:5]([NH:20][C:21](=[O:29])[CH2:22][N:23]1[CH2:28][CH2:27][O:26][CH2:25][CH2:24]1)[C:6]([NH:8][C@@H:9]([CH2:13][C:14]1[CH:19]=[CH:18][CH:17]=[CH:16][CH:15]=1)[C:10]([NH:68][C@H:72]([C:73]([C@@:79]1([CH3:75])[CH2:77][O:78]1)=[O:49])[CH2:74][CH:31]([CH3:36])[CH3:32])=[O:12])=[O:7]. (4) Given the reactants C[O:2][C:3]([C:5]1[C:6]([OH:36])=[C:7]2[C:12](=[C:13]([C:15]3[CH:16]=[N:17][CH:18]=[CH:19][CH:20]=3)[N:14]=1)[N:11]([CH2:21][C:22]1[CH:27]=[CH:26][CH:25]=[CH:24][CH:23]=1)[C:10](=[O:28])[C:9]([CH2:29][C:30]1[CH:35]=[CH:34][CH:33]=[CH:32][CH:31]=1)=[CH:8]2)=O.[NH2:37][CH2:38][CH2:39][C:40]([OH:42])=[O:41].C[O-].[Na+], predict the reaction product. The product is: [CH2:21]([N:11]1[C:12]2[C:7](=[C:6]([OH:36])[C:5]([C:3]([NH:37][CH2:38][CH2:39][C:40]([OH:42])=[O:41])=[O:2])=[N:14][C:13]=2[C:15]2[CH:16]=[N:17][CH:18]=[CH:19][CH:20]=2)[CH:8]=[C:9]([CH2:29][C:30]2[CH:31]=[CH:32][CH:33]=[CH:34][CH:35]=2)[C:10]1=[O:28])[C:22]1[CH:27]=[CH:26][CH:25]=[CH:24][CH:23]=1.